This data is from Forward reaction prediction with 1.9M reactions from USPTO patents (1976-2016). The task is: Predict the product of the given reaction. (1) Given the reactants Cl[C:2]1[N:7]=[C:6]([NH:8][C:9]2[C:18]3[C:13](=[CH:14][C:15]([F:20])=[CH:16][C:17]=3[F:19])[N:12]=[C:11]([C:21]3[CH:26]=[CH:25][CH:24]=[CH:23][N:22]=3)[C:10]=2[CH3:27])[CH:5]=[CH:4][N:3]=1.C1(P(C2CCCCC2)C2(C(C)C)CC(C(C)C)=CC(C(C)C)=C2C2C=CC=CC=2)CCCCC1.CC(C)([O-])C.[Na+].[NH:68]1[CH2:73][CH2:72][O:71][CH2:70][CH2:69]1, predict the reaction product. The product is: [F:19][C:17]1[CH:16]=[C:15]([F:20])[CH:14]=[C:13]2[C:18]=1[C:9]([NH:8][C:6]1[CH:5]=[CH:4][N:3]=[C:2]([N:68]3[CH2:73][CH2:72][O:71][CH2:70][CH2:69]3)[N:7]=1)=[C:10]([CH3:27])[C:11]([C:21]1[CH:26]=[CH:25][CH:24]=[CH:23][N:22]=1)=[N:12]2. (2) Given the reactants Cl[C:2]1[CH:7]=[C:6]([Cl:8])[N:5]=[N:4][C:3]=1[C:9]([O:11][CH3:12])=[O:10].[CH:13]([C:16]1[N:21]=[C:20]([NH2:22])[CH:19]=[CH:18][CH:17]=1)([CH3:15])[CH3:14], predict the reaction product. The product is: [Cl:8][C:6]1[N:5]=[N:4][C:3]([C:9]([O:11][CH3:12])=[O:10])=[C:2]([NH:22][C:20]2[CH:19]=[CH:18][CH:17]=[C:16]([CH:13]([CH3:15])[CH3:14])[N:21]=2)[CH:7]=1. (3) Given the reactants Br[C:2]1[N:3]=[CH:4][C:5]([NH2:14])=[N:6][C:7]=1[C:8]1[CH:9]=[N:10][CH:11]=[CH:12][CH:13]=1.[Cl:15][C:16]1[CH:17]=[N:18][CH:19]=[CH:20][C:21]=1B1OC(C)(C)C(C)(C)O1.C(=O)([O-])[O-].[Cs+].[Cs+], predict the reaction product. The product is: [Cl:15][C:16]1[CH:17]=[N:18][CH:19]=[CH:20][C:21]=1[C:2]1[N:3]=[CH:4][C:5]([NH2:14])=[N:6][C:7]=1[C:8]1[CH:9]=[N:10][CH:11]=[CH:12][CH:13]=1. (4) Given the reactants [CH3:1][O:2][C:3]1[C:4]([CH3:25])=[C:5]([C:16]([O:23][CH3:24])=[C:17]([O:21][CH3:22])[C:18]=1[O:19][CH3:20])[CH2:6][C:7]1[CH:8]=[CH:9][C:10]([OH:15])=[C:11]([CH:14]=1)[CH:12]=[O:13].[OH-].[Na+].S(OC)(O[CH3:32])(=O)=O.Cl, predict the reaction product. The product is: [CH3:1][O:2][C:3]1[C:4]([CH3:25])=[C:5]([C:16]([O:23][CH3:24])=[C:17]([O:21][CH3:22])[C:18]=1[O:19][CH3:20])[CH2:6][C:7]1[CH:8]=[CH:9][C:10]([O:15][CH3:32])=[C:11]([CH:14]=1)[CH:12]=[O:13].